From a dataset of hERG potassium channel inhibition data for cardiac toxicity prediction from Karim et al.. Regression/Classification. Given a drug SMILES string, predict its toxicity properties. Task type varies by dataset: regression for continuous values (e.g., LD50, hERG inhibition percentage) or binary classification for toxic/non-toxic outcomes (e.g., AMES mutagenicity, cardiotoxicity, hepatotoxicity). Dataset: herg_karim. (1) The compound is COc1cc(-c2cn(C3CCc4ccccc4N(Cc4ccccc4)C3=O)nn2)ccc1-n1cnc(C)c1. The result is 1 (blocker). (2) The compound is CCCCCCCCCC#CCc1cccc(CC#CCCCCCCCCC)[n+]1C. The result is 1 (blocker). (3) The molecule is Cc1nn(C)cc1-c1nc2c(N3CCN(Cc4ccc(Cl)cc4)CC3)c(Cl)cnc2[nH]1. The result is 0 (non-blocker). (4) The compound is CCn1ccc(C2CCNCC2C(=O)N(Cc2cc(CCCOC)cc(OCCOC)c2)C2CC2)cc1=O. The result is 0 (non-blocker). (5) The drug is CN(C)CC/C=C1\c2ccccc2COc2ccccc21. The result is 1 (blocker). (6) The compound is CCCCCCCN(CC)CCCCc1ccccc1. The result is 1 (blocker). (7) The drug is N#C[C@@H]1C[C@H](F)CN1C(=O)[C@@H](N)Cc1cc2c(cc1Br)OCO2. The result is 0 (non-blocker). (8) The drug is O=C(Cc1ccc(-n2cnnn2)nc1)N1CCN2C[C@@H](c3ccc4nonc4c3)OC[C@@H]2C1. The result is 0 (non-blocker). (9) The drug is O=C(Cc1ccccc1)NC1CCN(CCCN2C(=O)COc3ccccc32)CC1. The result is 0 (non-blocker). (10) The molecule is CC[C@@H](C)[C@H](C(=O)O)N1CC(CN2CCC(c3cc(Cc4ccc(C#N)cc4)nn3CC)CC2)[C@@H](c2cccc(F)c2)C1. The result is 0 (non-blocker).